The task is: Regression. Given two drug SMILES strings and cell line genomic features, predict the synergy score measuring deviation from expected non-interaction effect.. This data is from NCI-60 drug combinations with 297,098 pairs across 59 cell lines. (1) Drug 1: C1=NC2=C(N1)C(=S)N=C(N2)N. Drug 2: CC1C(C(CC(O1)OC2CC(CC3=C2C(=C4C(=C3O)C(=O)C5=CC=CC=C5C4=O)O)(C(=O)C)O)N)O. Cell line: DU-145. Synergy scores: CSS=48.9, Synergy_ZIP=-13.6, Synergy_Bliss=-15.1, Synergy_Loewe=-13.0, Synergy_HSA=-11.4. (2) Drug 1: CC12CCC3C(C1CCC2=O)CC(=C)C4=CC(=O)C=CC34C. Drug 2: CC1=C(C(=CC=C1)Cl)NC(=O)C2=CN=C(S2)NC3=CC(=NC(=N3)C)N4CCN(CC4)CCO. Cell line: SNB-19. Synergy scores: CSS=25.9, Synergy_ZIP=-2.90, Synergy_Bliss=-1.59, Synergy_Loewe=-2.60, Synergy_HSA=0.113. (3) Drug 1: CC1=C(C=C(C=C1)NC(=O)C2=CC=C(C=C2)CN3CCN(CC3)C)NC4=NC=CC(=N4)C5=CN=CC=C5. Drug 2: C1=NNC2=C1C(=O)NC=N2. Cell line: SK-MEL-5. Synergy scores: CSS=0.926, Synergy_ZIP=-2.64, Synergy_Bliss=-6.75, Synergy_Loewe=-1.36, Synergy_HSA=-3.22. (4) Drug 1: CC1C(C(CC(O1)OC2CC(CC3=C2C(=C4C(=C3O)C(=O)C5=C(C4=O)C(=CC=C5)OC)O)(C(=O)C)O)N)O.Cl. Drug 2: C1CN(P(=O)(OC1)NCCCl)CCCl. Cell line: MDA-MB-231. Synergy scores: CSS=1.51, Synergy_ZIP=1.33, Synergy_Bliss=-2.20, Synergy_Loewe=-2.85, Synergy_HSA=-2.62.